From a dataset of Full USPTO retrosynthesis dataset with 1.9M reactions from patents (1976-2016). Predict the reactants needed to synthesize the given product. Given the product [CH3:12][C:11]1[S:10][C:9]([C:13]([O:15][CH3:16])=[O:14])=[CH:8][C:7]=1[C:6]1[N:5]([CH3:17])[N:4]=[CH:3][C:2]=1/[CH:18]=[CH:28]\[CH3:29], predict the reactants needed to synthesize it. The reactants are: Br[C:2]1[CH:3]=[N:4][N:5]([CH3:17])[C:6]=1[C:7]1[CH:8]=[C:9]([C:13]([O:15][CH3:16])=[O:14])[S:10][C:11]=1[CH3:12].[C:18](=O)([O-])[O-].[K+].[K+].O1[CH2:29][CH2:28]OCC1.